From a dataset of Full USPTO retrosynthesis dataset with 1.9M reactions from patents (1976-2016). Predict the reactants needed to synthesize the given product. (1) Given the product [CH2:10]([S:13][C:2]1[CH:9]=[CH:8][C:5]([C:6]#[N:7])=[CH:4][CH:3]=1)[CH2:11][CH3:12], predict the reactants needed to synthesize it. The reactants are: F[C:2]1[CH:9]=[CH:8][C:5]([C:6]#[N:7])=[CH:4][CH:3]=1.[CH2:10]([SH:13])[CH2:11][CH3:12]. (2) Given the product [Br:1][C:2]1[CH:11]=[C:10]2[C:5]([CH:6]=[CH:7][N:8]=[C:9]2[O:12][C@H:13]2[CH2:17][N:16]([C:18](=[O:35])[C@@H:19]([NH:27][C:28]([O:30][C:31]([CH3:32])([CH3:33])[CH3:34])=[O:29])[CH2:20][CH2:21][CH2:22][CH2:23][CH2:24][CH:25]=[CH2:26])[C@H:15]([C:36]([OH:38])=[O:37])[CH2:14]2)=[CH:4][C:3]=1[O:41][CH3:42], predict the reactants needed to synthesize it. The reactants are: [Br:1][C:2]1[CH:11]=[C:10]2[C:5]([CH:6]=[CH:7][N:8]=[C:9]2[O:12][C@H:13]2[CH2:17][N:16]([C:18](=[O:35])[C@@H:19]([NH:27][C:28]([O:30][C:31]([CH3:34])([CH3:33])[CH3:32])=[O:29])[CH2:20][CH2:21][CH2:22][CH2:23][CH2:24][CH:25]=[CH2:26])[C@H:15]([C:36]([O:38]CC)=[O:37])[CH2:14]2)=[CH:4][C:3]=1[O:41][CH3:42]. (3) The reactants are: [OH:1][CH2:2][CH2:3][S:4][CH2:5][CH2:6][CH2:7][N:8]([CH2:16][CH2:17][C:18]1[CH:23]=[CH:22][CH:21]=[C:20]([C:24]([F:27])([F:26])[F:25])[CH:19]=1)[C:9](=[O:15])[O:10][C:11]([CH3:14])([CH3:13])[CH3:12].CC(OI1(OC(C)=O)(OC(C)=O)OC(=O)C2C=CC=CC1=2)=O. Given the product [O:1]=[CH:2][CH2:3][S:4][CH2:5][CH2:6][CH2:7][N:8]([CH2:16][CH2:17][C:18]1[CH:23]=[CH:22][CH:21]=[C:20]([C:24]([F:27])([F:25])[F:26])[CH:19]=1)[C:9](=[O:15])[O:10][C:11]([CH3:13])([CH3:12])[CH3:14], predict the reactants needed to synthesize it. (4) Given the product [C:1]([O:5][C:6](=[O:33])[NH:7][C@H:8]1[CH2:13][CH2:12][C@H:11]([C:14](=[O:32])[NH:15][C:16]2[CH:17]=[C:18]([O:23][C:24]3[CH:29]=[CH:28][C:27]([C:30]#[N:31])=[CH:26][CH:25]=3)[CH:19]=[C:20]([O:22][C:35]3[CH:36]=[CH:37][C:38]([N+:42]([O-:44])=[O:43])=[C:39]([NH2:41])[CH:40]=3)[CH:21]=2)[CH2:10][CH2:9]1)([CH3:4])([CH3:2])[CH3:3], predict the reactants needed to synthesize it. The reactants are: [C:1]([O:5][C:6](=[O:33])[NH:7][C@H:8]1[CH2:13][CH2:12][C@H:11]([C:14](=[O:32])[NH:15][C:16]2[CH:21]=[C:20]([OH:22])[CH:19]=[C:18]([O:23][C:24]3[CH:29]=[CH:28][C:27]([C:30]#[N:31])=[CH:26][CH:25]=3)[CH:17]=2)[CH2:10][CH2:9]1)([CH3:4])([CH3:3])[CH3:2].F[C:35]1[CH:36]=[CH:37][C:38]([N+:42]([O-:44])=[O:43])=[C:39]([NH2:41])[CH:40]=1.